Dataset: Forward reaction prediction with 1.9M reactions from USPTO patents (1976-2016). Task: Predict the product of the given reaction. (1) The product is: [C:43]1([C:61]2[CH:66]=[CH:65][CH:64]=[CH:63][CH:62]=2)[CH:44]=[CH:45][C:46]([NH:49][C:50](=[O:60])[CH2:51][C:52]([N:53]2[CH2:54][CH2:55][N:56]([C:25](=[O:27])[C:24]3[CH:23]=[CH:22][C:21]([F:20])=[CH:29][CH:28]=3)[CH2:57][CH2:58]2)=[O:59])=[CH:47][CH:48]=1. Given the reactants C1C=CC2N(O)N=NC=2C=1.CCN(C(C)C)C(C)C.[F:20][C:21]1[CH:29]=[CH:28][C:24]([C:25]([OH:27])=O)=[CH:23][CH:22]=1.CCN=C=NCCCN(C)C.Cl.Cl.[C:43]1([C:61]2[CH:66]=[CH:65][CH:64]=[CH:63][CH:62]=2)[CH:48]=[CH:47][C:46]([NH:49][C:50](=[O:60])[CH2:51][C:52](=[O:59])[N:53]2[CH2:58][CH2:57][NH:56][CH2:55][CH2:54]2)=[CH:45][CH:44]=1, predict the reaction product. (2) Given the reactants FC(F)(F)S(O[C:7]1[CH:12]=[CH:11][C:10]([S:13]([C:16]2[CH:21]=[CH:20][C:19]([CH2:22][C@H:23]([NH:25][C:26](=[O:31])[C:27]([F:30])([F:29])[F:28])[CH3:24])=[CH:18][CH:17]=2)(=[O:15])=[O:14])=[CH:9][C:8]=1[Cl:32])(=O)=O.[CH2:35]([O:37][C:38]([C:40]1[CH:41]=[C:42](B(O)O)[CH:43]=[CH:44][CH:45]=1)=[O:39])[CH3:36].C(=O)([O-])[O-].[Na+].[Na+].O, predict the reaction product. The product is: [Cl:32][C:8]1[CH:9]=[C:10]([S:13]([C:16]2[CH:17]=[CH:18][C:19]([CH2:22][C@H:23]([NH:25][C:26](=[O:31])[C:27]([F:28])([F:29])[F:30])[CH3:24])=[CH:20][CH:21]=2)(=[O:15])=[O:14])[CH:11]=[CH:12][C:7]=1[C:42]1[CH:43]=[CH:44][CH:45]=[C:40]([C:38]([O:37][CH2:35][CH3:36])=[O:39])[CH:41]=1. (3) Given the reactants [NH:1]1[CH2:6][CH2:5][CH:4]([NH:7][C:8]([C:10]2[C:14]3[N:15]=[CH:16][N:17]=[C:18]([C:19]4[CH:24]=[CH:23][C:22]([O:25][CH3:26])=[CH:21][C:20]=4[O:27][CH2:28][CH:29]4[CH2:31][CH2:30]4)[C:13]=3[NH:12][CH:11]=2)=[O:9])[CH2:3][CH2:2]1.Cl[C:33]([C@@H:35]([O:37]C(=O)C)[CH3:36])=[O:34], predict the reaction product. The product is: [OH:37][C@@H:35]([CH3:36])[C:33]([N:1]1[CH2:2][CH2:3][CH:4]([NH:7][C:8]([C:10]2[C:14]3[N:15]=[CH:16][N:17]=[C:18]([C:19]4[CH:24]=[CH:23][C:22]([O:25][CH3:26])=[CH:21][C:20]=4[O:27][CH2:28][CH:29]4[CH2:30][CH2:31]4)[C:13]=3[NH:12][CH:11]=2)=[O:9])[CH2:5][CH2:6]1)=[O:34]. (4) Given the reactants [F:1][C:2]([F:22])([F:21])[C:3]1[CH:4]=[C:5]([CH:18]=[CH:19][CH:20]=1)[C:6]([NH:8][C:9]1[CH:10]=[C:11]([CH:15]=[CH:16][CH:17]=1)[C:12]([OH:14])=O)=[O:7].ClC1N=C(OC)N=C(OC)N=1.CN1CCOCC1.[N:41]1([CH2:46][CH2:47][CH2:48][S:49]([C:52]2[CH:57]=[CH:56][C:55]([NH:58][C:59]3[N:64]=[CH:63][C:62]([NH2:65])=[CH:61][N:60]=3)=[CH:54][CH:53]=2)(=[O:51])=[O:50])[CH2:45][CH2:44][CH2:43][CH2:42]1, predict the reaction product. The product is: [N:41]1([CH2:46][CH2:47][CH2:48][S:49]([C:52]2[CH:53]=[CH:54][C:55]([NH:58][C:59]3[N:60]=[CH:61][C:62]([NH:65][C:12](=[O:14])[C:11]4[CH:15]=[CH:16][CH:17]=[C:9]([NH:8][C:6](=[O:7])[C:5]5[CH:18]=[CH:19][CH:20]=[C:3]([C:2]([F:1])([F:22])[F:21])[CH:4]=5)[CH:10]=4)=[CH:63][N:64]=3)=[CH:56][CH:57]=2)(=[O:50])=[O:51])[CH2:42][CH2:43][CH2:44][CH2:45]1. (5) Given the reactants [CH3:1][O:2][C:3]1[CH:4]=[CH:5][C:6]([N+:14]([O-])=O)=[C:7]([N:9]2[CH:13]=[CH:12][CH:11]=[N:10]2)[CH:8]=1, predict the reaction product. The product is: [CH3:1][O:2][C:3]1[CH:4]=[CH:5][C:6]([NH2:14])=[C:7]([N:9]2[CH:13]=[CH:12][CH:11]=[N:10]2)[CH:8]=1. (6) Given the reactants [CH3:1][C:2]1[CH:10]=[C:9]([CH3:11])[CH:8]=[C:7]([CH3:12])[C:3]=1[C:4](Cl)=[O:5].[F:13][C:14]1[C:19]([F:20])=[CH:18][CH:17]=[CH:16][C:15]=1[C:21]1[CH:22]=[C:23]2[C:29]([NH2:30])=[N:28][NH:27][C:24]2=[N:25][N:26]=1, predict the reaction product. The product is: [F:13][C:14]1[C:19]([F:20])=[CH:18][CH:17]=[CH:16][C:15]=1[C:21]1[CH:22]=[C:23]2[C:29]([NH:30][C:4](=[O:5])[C:3]3[C:2]([CH3:1])=[CH:10][C:9]([CH3:11])=[CH:8][C:7]=3[CH3:12])=[N:28][NH:27][C:24]2=[N:25][N:26]=1.